Task: Predict the product of the given reaction.. Dataset: Forward reaction prediction with 1.9M reactions from USPTO patents (1976-2016) (1) Given the reactants [CH:1]1([NH:4][C:5]2[N:10]=[C:9](O)[C:8]([C:12]#[N:13])=[C:7]([C:14]3[CH:19]=[CH:18][C:17]([C:20]([F:23])([F:22])[F:21])=[CH:16][CH:15]=3)[N:6]=2)[CH2:3][CH2:2]1.P(Cl)(Cl)([Cl:26])=O, predict the reaction product. The product is: [Cl:26][C:9]1[C:8]([C:12]#[N:13])=[C:7]([C:14]2[CH:19]=[CH:18][C:17]([C:20]([F:23])([F:22])[F:21])=[CH:16][CH:15]=2)[N:6]=[C:5]([NH:4][CH:1]2[CH2:3][CH2:2]2)[N:10]=1. (2) Given the reactants [C:1]([C:5]1[N:10]=[CH:9][C:8]([C:11]2[N:12]([C:32]([N:34]3[CH2:39][CH2:38][CH:37]([CH2:40][C:41]([OH:43])=O)[CH2:36][CH2:35]3)=[O:33])[C@@:13]([C:25]3[CH:30]=[CH:29][C:28]([Cl:31])=[CH:27][CH:26]=3)([CH3:24])[C@@:14]([C:17]3[CH:22]=[CH:21][C:20]([Cl:23])=[CH:19][CH:18]=3)([CH3:16])[N:15]=2)=[C:7]([O:44][CH2:45][CH3:46])[CH:6]=1)([CH3:4])([CH3:3])[CH3:2].[CH2:47]([NH:51][CH:52]([CH3:54])[CH3:53])[CH2:48][CH2:49][CH3:50], predict the reaction product. The product is: [CH2:47]([N:51]([CH:52]([CH3:54])[CH3:53])[C:41](=[O:43])[CH2:40][CH:37]1[CH2:38][CH2:39][N:34]([C:32]([N:12]2[C@@:13]([C:25]3[CH:26]=[CH:27][C:28]([Cl:31])=[CH:29][CH:30]=3)([CH3:24])[C@@:14]([C:17]3[CH:22]=[CH:21][C:20]([Cl:23])=[CH:19][CH:18]=3)([CH3:16])[N:15]=[C:11]2[C:8]2[CH:9]=[N:10][C:5]([C:1]([CH3:2])([CH3:4])[CH3:3])=[CH:6][C:7]=2[O:44][CH2:45][CH3:46])=[O:33])[CH2:35][CH2:36]1)[CH2:48][CH2:49][CH3:50]. (3) Given the reactants [Cl:1][C:2]1[CH:23]=[C:22]([C:24]([NH:26][CH2:27][C:28]2[CH:33]=[CH:32][CH:31]=[C:30]([OH:34])[CH:29]=2)=[O:25])[CH:21]=[CH:20][C:3]=1[C:4]([NH:6][C@H:7]([C:17]([OH:19])=[O:18])[CH2:8][NH:9][C:10]([C:12]1[S:13][CH:14]=[CH:15][CH:16]=1)=[O:11])=[O:5].C(=O)([O-])[O-].[K+].[K+].[I-].[K+].[C:43](=[O:50])([O:47][CH2:48][CH3:49])[O:44][CH2:45]Cl, predict the reaction product. The product is: [Cl:1][C:2]1[CH:23]=[C:22]([C:24]([NH:26][CH2:27][C:28]2[CH:33]=[CH:32][CH:31]=[C:30]([OH:34])[CH:29]=2)=[O:25])[CH:21]=[CH:20][C:3]=1[C:4]([NH:6][C@H:7]([C:17]([O:19][CH2:45][O:44][C:43]([O:47][CH2:48][CH3:49])=[O:50])=[O:18])[CH2:8][NH:9][C:10]([C:12]1[S:13][CH:14]=[CH:15][CH:16]=1)=[O:11])=[O:5]. (4) Given the reactants [Cl:1][C:2]1[CH:7]=[CH:6][C:5]([N+:8]([O-])=O)=[C:4]([O:11][C:12]2[CH:17]=[CH:16][C:15]([O:18][CH3:19])=[CH:14][CH:13]=2)[CH:3]=1.CC(O)=O.C1COCC1, predict the reaction product. The product is: [Cl:1][C:2]1[CH:7]=[CH:6][C:5]([NH2:8])=[C:4]([O:11][C:12]2[CH:17]=[CH:16][C:15]([O:18][CH3:19])=[CH:14][CH:13]=2)[CH:3]=1. (5) Given the reactants [CH3:1][S:2]([C:5]1[CH:6]=[C:7]([OH:14])[CH:8]=[C:9]([N+:11]([O-:13])=[O:12])[CH:10]=1)(=[O:4])=[O:3].C(=O)([O-])[O-].[K+].[K+].Cl[C:22]([F:28])([F:27])C(OC)=O, predict the reaction product. The product is: [F:27][CH:22]([F:28])[O:14][C:7]1[CH:8]=[C:9]([N+:11]([O-:13])=[O:12])[CH:10]=[C:5]([S:2]([CH3:1])(=[O:4])=[O:3])[CH:6]=1. (6) The product is: [C:11]([C:3]1[C:2]([C:19]2[CH:20]=[CH:21][C:22]([O:24][CH3:25])=[CH:23][C:18]=2[NH:17][C:15](=[O:16])[C:14]([CH3:29])([CH3:13])[CH3:30])=[C:6]([CH2:7][CH3:8])[N:5]([CH2:9][CH3:10])[N:4]=1)#[N:12]. Given the reactants Br[C:2]1[C:3]([C:11]#[N:12])=[N:4][N:5]([CH2:9][CH3:10])[C:6]=1[CH2:7][CH3:8].[CH3:13][C:14]([CH3:30])([CH3:29])[C:15]([NH:17][C:18]1[CH:23]=[C:22]([O:24][CH3:25])[CH:21]=[CH:20][C:19]=1B(O)O)=[O:16].C(=O)([O-])[O-].[Na+].[Na+].O, predict the reaction product. (7) The product is: [CH2:12]([CH:19]1[CH2:24][CH2:23][N:22]([S:8]([C:5]2[CH:6]=[CH:7][C:2]([Br:1])=[CH:3][CH:4]=2)(=[O:10])=[O:9])[CH2:21][CH2:20]1)[C:13]1[CH:18]=[CH:17][CH:16]=[CH:15][CH:14]=1. Given the reactants [Br:1][C:2]1[CH:7]=[CH:6][C:5]([S:8](Cl)(=[O:10])=[O:9])=[CH:4][CH:3]=1.[CH2:12]([CH:19]1[CH2:24][CH2:23][NH:22][CH2:21][CH2:20]1)[C:13]1[CH:18]=[CH:17][CH:16]=[CH:15][CH:14]=1.CCN(C(C)C)C(C)C, predict the reaction product. (8) Given the reactants [CH3:1][O:2][C:3]1[C:4](O)=[N:5][C:6]([S:9][CH3:10])=[N:7][CH:8]=1.P(Cl)(Cl)([Cl:14])=O.C(N(CC)C1C=CC=CC=1)C, predict the reaction product. The product is: [Cl:14][C:4]1[C:3]([O:2][CH3:1])=[CH:8][N:7]=[C:6]([S:9][CH3:10])[N:5]=1. (9) Given the reactants C(N(S(F)(F)[F:7])CC)C.[F:10][C:11]([F:37])([F:36])[C:12]([C:18]1[CH:23]=[CH:22][C:21]([CH2:24][S:25]([C:28]2[CH:33]=[CH:32][C:31]([F:34])=[C:30]([CH3:35])[CH:29]=2)(=[O:27])=[O:26])=[CH:20][CH:19]=1)(O)[C:13]([F:16])([F:15])[F:14], predict the reaction product. The product is: [F:34][C:31]1[CH:32]=[CH:33][C:28]([S:25]([CH2:24][C:21]2[CH:22]=[CH:23][C:18]([C:12]([F:7])([C:13]([F:16])([F:15])[F:14])[C:11]([F:37])([F:36])[F:10])=[CH:19][CH:20]=2)(=[O:27])=[O:26])=[CH:29][C:30]=1[CH3:35]. (10) The product is: [N:19]1([C:17]([C:14]2[CH:15]=[CH:16][C:11]([C:8]3[CH:9]=[CH:10][C:5]4[N:6]([C:2]([C:35]#[C:34][C:36]5[CH:37]=[CH:38][C:39]([NH:42][C:43](=[O:49])[O:44][C:45]([CH3:47])([CH3:46])[CH3:48])=[N:40][CH:41]=5)=[CH:3][N:4]=4)[N:7]=3)=[CH:12][CH:13]=2)=[O:18])[CH2:24][CH2:23][O:22][CH2:21][CH2:20]1. Given the reactants I[C:2]1[N:6]2[N:7]=[C:8]([C:11]3[CH:16]=[CH:15][C:14]([C:17]([N:19]4[CH2:24][CH2:23][O:22][CH2:21][CH2:20]4)=[O:18])=[CH:13][CH:12]=3)[CH:9]=[CH:10][C:5]2=[N:4][CH:3]=1.C(N(C(C)C)CC)(C)C.[C:34]([C:36]1[CH:37]=[CH:38][C:39]([NH:42][C:43](=[O:49])[O:44][C:45]([CH3:48])([CH3:47])[CH3:46])=[N:40][CH:41]=1)#[CH:35], predict the reaction product.